The task is: Predict which catalyst facilitates the given reaction.. This data is from Catalyst prediction with 721,799 reactions and 888 catalyst types from USPTO. (1) Reactant: [NH2:1][C:2]1[S:6][N:5]=[C:4]([CH3:7])[C:3]=1[Cl:8].C[O-].[Na+].[CH3:12][C:13]([CH3:32])([CH3:31])[CH2:14][C:15]1[O:16][C:17]2[CH:23]=[CH:22][C:21]([C:24]([F:30])([CH3:29])[C:25](OC)=[O:26])=[CH:20][C:18]=2[N:19]=1.[Cl-].[NH4+]. Product: [Cl:8][C:3]1[C:4]([CH3:7])=[N:5][S:6][C:2]=1[NH:1][C:25](=[O:26])[C:24]([C:21]1[CH:22]=[CH:23][C:17]2[O:16][C:15]([CH2:14][C:13]([CH3:31])([CH3:12])[CH3:32])=[N:19][C:18]=2[CH:20]=1)([F:30])[CH3:29]. The catalyst class is: 30. (2) Reactant: [CH3:1][O:2][C:3]1[CH:12]=[C:11]2[C:6]([C:7]([O:13][CH2:14][C:15]3[N:19]4[N:20]=[C:21]([C:24]5[S:28][C:27]([C:29]([OH:31])=O)=[CH:26][CH:25]=5)[CH:22]=[CH:23][C:18]4=[N:17][N:16]=3)=[CH:8][CH:9]=[N:10]2)=[CH:5][CH:4]=1.S(Cl)([Cl:34])=O. Product: [CH3:1][O:2][C:3]1[CH:12]=[C:11]2[C:6]([C:7]([O:13][CH2:14][C:15]3[N:19]4[N:20]=[C:21]([C:24]5[S:28][C:27]([C:29]([Cl:34])=[O:31])=[CH:26][CH:25]=5)[CH:22]=[CH:23][C:18]4=[N:17][N:16]=3)=[CH:8][CH:9]=[N:10]2)=[CH:5][CH:4]=1. The catalyst class is: 139.